Dataset: Cav3 T-type calcium channel HTS with 100,875 compounds. Task: Binary Classification. Given a drug SMILES string, predict its activity (active/inactive) in a high-throughput screening assay against a specified biological target. The compound is O=C(N1CC(CC1)c1ccccc1)c1occc1. The result is 0 (inactive).